Dataset: Full USPTO retrosynthesis dataset with 1.9M reactions from patents (1976-2016). Task: Predict the reactants needed to synthesize the given product. (1) Given the product [CH3:42][C@H:38]([O:37][C:35]1[N:34]=[C:33]2[C:29]([N:30]=[C:31]([O:63][CH3:64])[N:32]2[CH2:43][CH2:44][CH2:45][CH2:46][CH:47]2[CH2:48][CH2:49][NH:50][CH2:51][CH2:52]2)=[C:28]([NH2:27])[N:36]=1)[CH2:39][CH2:40][CH3:41], predict the reactants needed to synthesize it. The reactants are: C(OC1N=C2C(N=C(OC)N2CCCC2CCCCN2)=C(N)N=1)CCC.[NH2:27][C:28]1[N:36]=[C:35]([O:37][C@@H:38]([CH3:42])[CH2:39][CH2:40][CH3:41])[N:34]=[C:33]2[C:29]=1[N:30]=[C:31]([O:63][CH3:64])[N:32]2[CH2:43][CH2:44][CH2:45][CH2:46][CH:47]1[CH2:52][CH2:51][N:50](C(OCC2C=CC=CC=2)=O)[CH2:49][CH2:48]1. (2) The reactants are: [F:1][C:2]1[CH:3]=[C:4]([N:9]2[C:13]3[CH:14]=[CH:15][CH:16]=[CH:17][C:12]=3[NH:11][S:10]2(=[O:19])=[O:18])[CH:5]=[CH:6][C:7]=1[F:8].C1(P(C2C=CC=CC=2)C2C=CC=CC=2)C=CC=CC=1.O[CH2:40][CH2:41][N:42]1[CH2:47][CH2:46][N:45]([C:48]([O:50][C:51]([CH3:54])([CH3:53])[CH3:52])=[O:49])[CH2:44][CH2:43]1.CC(OC(/N=N/C(OC(C)C)=O)=O)C. Given the product [F:1][C:2]1[CH:3]=[C:4]([N:9]2[C:13]3[CH:14]=[CH:15][CH:16]=[CH:17][C:12]=3[N:11]([CH2:40][CH2:41][N:42]3[CH2:47][CH2:46][N:45]([C:48]([O:50][C:51]([CH3:52])([CH3:54])[CH3:53])=[O:49])[CH2:44][CH2:43]3)[S:10]2(=[O:18])=[O:19])[CH:5]=[CH:6][C:7]=1[F:8], predict the reactants needed to synthesize it. (3) Given the product [C:18]1([CH:22]([NH:3][CH2:2][CH2:7][CH:6]2[CH2:7][CH2:2][N:3]([CH2:8][C:9]3[CH:14]=[CH:13][C:12]([F:15])=[C:11]([F:16])[CH:10]=3)[CH2:4][CH2:5]2)[C:11]2[CH:10]=[CH:9][CH:14]=[CH:13][CH:12]=2)[CH:4]=[CH:5][CH:6]=[CH:20][CH:19]=1, predict the reactants needed to synthesize it. The reactants are: C[CH:2]1[CH2:7][CH2:6][CH2:5][CH2:4][N:3]1[CH2:8][C:9]1[CH:14]=[CH:13][C:12]([F:15])=[C:11]([F:16])[CH:10]=1.B.[CH2:18]1[CH2:22]O[CH2:20][CH2:19]1.CO. (4) Given the product [NH2:20][C:14]1[N:13]=[C:12]([N:10]2[C:11]3[C:6](=[CH:5][C:4]([F:31])=[C:3]([F:32])[C:2]=3[Br:1])[C:7](=[O:30])[C:8]([C:25]([OH:27])=[O:26])=[CH:9]2)[C:17]([F:18])=[CH:16][C:15]=1[F:19], predict the reactants needed to synthesize it. The reactants are: [Br:1][C:2]1[C:3]([F:32])=[C:4]([F:31])[CH:5]=[C:6]2[C:11]=1[N:10]([C:12]1[C:17]([F:18])=[CH:16][C:15]([F:19])=[C:14]([NH:20]C(C)(C)C)[N:13]=1)[CH:9]=[C:8]([C:25]([O:27]CC)=[O:26])[C:7]2=[O:30].Cl.C(O)(=O)C. (5) Given the product [CH2:1]([O:8][C@H:9]1[O:18][C@H:17]2[C@@H:12]([O:13][CH:14]([C:19]3[CH:20]=[CH:21][CH:22]=[CH:23][CH:24]=3)[O:15][CH2:16]2)[C@@:11]2([CH2:25][O:42]2)[C@@H:10]1[O:26][CH2:27][C:28]1[CH:33]=[CH:32][CH:31]=[CH:30][CH:29]=1)[C:2]1[CH:3]=[CH:4][CH:5]=[CH:6][CH:7]=1, predict the reactants needed to synthesize it. The reactants are: [CH2:1]([O:8][C@H:9]1[O:18][C@H:17]2[C@@H:12]([O:13][CH:14]([C:19]3[CH:24]=[CH:23][CH:22]=[CH:21][CH:20]=3)[O:15][CH2:16]2)[C:11](=[CH2:25])[C@@H:10]1[O:26][CH2:27][C:28]1[CH:33]=[CH:32][CH:31]=[CH:30][CH:29]=1)[C:2]1[CH:7]=[CH:6][CH:5]=[CH:4][CH:3]=1.C1C=C(Cl)C=C(C(OO)=[O:42])C=1. (6) Given the product [C:1]1([C:7]2[N:8]=[CH:9][N:10]([C:13]3[S:14][CH:15]=[CH:16][CH:17]=3)[CH:11]=2)[CH:2]=[CH:3][CH:4]=[CH:5][CH:6]=1, predict the reactants needed to synthesize it. The reactants are: [C:1]1([C:7]2[N:8]=[CH:9][NH:10][CH:11]=2)[CH:6]=[CH:5][CH:4]=[CH:3][CH:2]=1.Br[C:13]1[S:14][CH:15]=[CH:16][CH:17]=1.C([O-])([O-])=O.[K+].[K+]. (7) Given the product [C:1]([O:9][C@H:10]1[C@H:14]([F:15])[C@H:13]([N:16]2[CH:21]=[CH:20][C:19]([NH:22][C:23](=[O:30])[C:24]3[CH:29]=[CH:28][CH:27]=[CH:26][CH:25]=3)=[N:18][C:17]2=[O:31])[O:12][C@@H:11]1[CH2:32][OH:33])(=[O:8])[C:2]1[CH:3]=[CH:4][CH:5]=[CH:6][CH:7]=1, predict the reactants needed to synthesize it. The reactants are: [C:1]([O:9][C@H:10]1[C@H:14]([F:15])[C@H:13]([N:16]2[CH:21]=[CH:20][C:19]([NH:22][C:23](=[O:30])[C:24]3[CH:29]=[CH:28][CH:27]=[CH:26][CH:25]=3)=[N:18][C:17]2=[O:31])[O:12][C@@H:11]1[CH2:32][O:33][Si](C(C)(C)C)(C1C=CC=CC=1)C1C=CC=CC=1)(=[O:8])[C:2]1[CH:7]=[CH:6][CH:5]=[CH:4][CH:3]=1.CCCC[N+](CCCC)(CCCC)CCCC.[F-]. (8) Given the product [CH:4]1([C:7]2[C:14]([CH:15]3[CH2:17][CH2:16]3)=[CH:13][C:10]([CH:11]=[O:12])=[C:9]([O:18][CH2:2][CH3:3])[C:8]=2[F:19])[CH2:5][CH2:6]1, predict the reactants needed to synthesize it. The reactants are: I[CH2:2][CH3:3].[CH:4]1([C:7]2[C:14]([CH:15]3[CH2:17][CH2:16]3)=[CH:13][C:10]([CH:11]=[O:12])=[C:9]([OH:18])[C:8]=2[F:19])[CH2:6][CH2:5]1.C(=O)([O-])[O-].[K+].[K+].CN(C=O)C. (9) Given the product [CH3:2][O:3][C:4](=[O:17])[C@H:5]([CH2:7][C:8]1[CH:13]=[CH:12][C:11]([N+:14]([O-:16])=[O:15])=[CH:10][CH:9]=1)[NH:6][C:29]([C:24]1([CH2:23][CH2:22][CH2:21][CH2:20][S:19][CH3:18])[CH2:28][CH2:27][CH2:26][CH2:25]1)=[O:30], predict the reactants needed to synthesize it. The reactants are: Cl.[CH3:2][O:3][C:4](=[O:17])[C@H:5]([CH2:7][C:8]1[CH:13]=[CH:12][C:11]([N+:14]([O-:16])=[O:15])=[CH:10][CH:9]=1)[NH2:6].[CH3:18][S:19][CH2:20][CH2:21][CH2:22][CH2:23][C:24]1([C:29](O)=[O:30])[CH2:28][CH2:27][CH2:26][CH2:25]1.CN(C(ON1N=NC2C=CC=CC1=2)=[N+](C)C)C.F[P-](F)(F)(F)(F)F.C(N(C(C)C)CC)(C)C. (10) The reactants are: C(OC(=O)[N:7]([C@H:9]([C:11](=[O:43])[NH:12][C@@H:13]1[C:19](=[O:20])[N:18]([CH2:21][C:22]2[C:30]3[C:25](=[CH:26][CH:27]=[CH:28][CH:29]=3)[N:24]([C:31]3[CH:36]=[CH:35][CH:34]=[CH:33][C:32]=3[C:37]#[N:38])[N:23]=2)[C:17]2[CH:39]=[CH:40][CH:41]=[CH:42][C:16]=2[NH:15][CH2:14]1)[CH3:10])[CH3:8])(C)(C)C.[C:45](Cl)(=[O:55])[C:46]1[CH:54]=[CH:53][C:49]([C:50]([Cl:52])=[O:51])=[CH:48][CH:47]=1. Given the product [ClH:52].[ClH:52].[C:37]([C:32]1[CH:33]=[CH:34][CH:35]=[CH:36][C:31]=1[N:24]1[C:25]2[C:30](=[CH:29][CH:28]=[CH:27][CH:26]=2)[C:22]([CH2:21][N:18]2[C:17]3[CH:39]=[CH:40][CH:41]=[CH:42][C:16]=3[N:15]([C:45](=[O:55])[C:46]3[CH:54]=[CH:53][C:49]([C:50]([N:15]4[C:16]5[CH:42]=[CH:41][CH:40]=[CH:39][C:17]=5[N:18]([CH2:21][C:22]5[C:30]6[C:25](=[CH:26][CH:27]=[CH:28][CH:29]=6)[N:24]([C:31]6[CH:36]=[CH:35][CH:34]=[CH:33][C:32]=6[C:37]#[N:38])[N:23]=5)[C:19](=[O:20])[C@@H:13]([NH:12][C:11](=[O:43])[C@@H:9]([NH:7][CH3:8])[CH3:10])[CH2:14]4)=[O:51])=[CH:48][CH:47]=3)[CH2:14][C@H:13]([NH:12][C:11](=[O:43])[C@@H:9]([NH:7][CH3:8])[CH3:10])[C:19]2=[O:20])=[N:23]1)#[N:38], predict the reactants needed to synthesize it.